This data is from NCI-60 drug combinations with 297,098 pairs across 59 cell lines. The task is: Regression. Given two drug SMILES strings and cell line genomic features, predict the synergy score measuring deviation from expected non-interaction effect. (1) Drug 1: CN(C(=O)NC(C=O)C(C(C(CO)O)O)O)N=O. Drug 2: C(CN)CNCCSP(=O)(O)O. Cell line: IGROV1. Synergy scores: CSS=-1.25, Synergy_ZIP=0.0743, Synergy_Bliss=-2.16, Synergy_Loewe=-0.949, Synergy_HSA=-2.52. (2) Drug 2: CCC1(C2=C(COC1=O)C(=O)N3CC4=CC5=C(C=CC(=C5CN(C)C)O)N=C4C3=C2)O.Cl. Drug 1: CC12CCC3C(C1CCC2O)C(CC4=C3C=CC(=C4)O)CCCCCCCCCS(=O)CCCC(C(F)(F)F)(F)F. Cell line: EKVX. Synergy scores: CSS=9.45, Synergy_ZIP=0.682, Synergy_Bliss=8.41, Synergy_Loewe=-1.85, Synergy_HSA=4.29. (3) Drug 1: CC=C1C(=O)NC(C(=O)OC2CC(=O)NC(C(=O)NC(CSSCCC=C2)C(=O)N1)C(C)C)C(C)C. Drug 2: C1CCC(C(C1)N)N.C(=O)(C(=O)[O-])[O-].[Pt+4]. Cell line: ACHN. Synergy scores: CSS=51.6, Synergy_ZIP=-5.35, Synergy_Bliss=-3.76, Synergy_Loewe=-24.3, Synergy_HSA=-3.38. (4) Drug 1: CC1=C(C=C(C=C1)NC(=O)C2=CC=C(C=C2)CN3CCN(CC3)C)NC4=NC=CC(=N4)C5=CN=CC=C5. Drug 2: COC1=NC(=NC2=C1N=CN2C3C(C(C(O3)CO)O)O)N. Cell line: HOP-92. Synergy scores: CSS=-8.80, Synergy_ZIP=11.2, Synergy_Bliss=0.945, Synergy_Loewe=-8.87, Synergy_HSA=-9.40. (5) Drug 1: CC1C(C(CC(O1)OC2CC(OC(C2O)C)OC3=CC4=CC5=C(C(=O)C(C(C5)C(C(=O)C(C(C)O)O)OC)OC6CC(C(C(O6)C)O)OC7CC(C(C(O7)C)O)OC8CC(C(C(O8)C)O)(C)O)C(=C4C(=C3C)O)O)O)O. Drug 2: C1C(C(OC1N2C=NC3=C2NC=NCC3O)CO)O. Cell line: A549. Synergy scores: CSS=42.5, Synergy_ZIP=-0.452, Synergy_Bliss=-1.58, Synergy_Loewe=-2.42, Synergy_HSA=-2.37.